Dataset: Reaction yield outcomes from USPTO patents with 853,638 reactions. Task: Predict the reaction yield, written as a fraction of the theoretical maximum amount of product (1.0 means a 100% yield; for example, 0.34 means a 34% yield). (1) The reactants are [CH3:1][C:2]1[N:3]=[C:4]([C:7]2([N:13]([C:17]3[CH:22]=[CH:21][CH:20]=[CH:19][CH:18]=3)[C:14](=[O:16])[CH3:15])[CH2:12][CH2:11][NH:10][CH2:9][CH2:8]2)[S:5][CH:6]=1.[N:23]1[CH:28]=[CH:27][CH:26]=[C:25]([CH:29]=O)[CH:24]=1.C(O[BH-](OC(=O)C)OC(=O)C)(=O)C.[Na+].C(OCC)(=O)C. The catalyst is C(Cl)(Cl)Cl.C(O)(=O)C. The product is [CH3:1][C:2]1[N:3]=[C:4]([C:7]2([N:13]([C:17]3[CH:18]=[CH:19][CH:20]=[CH:21][CH:22]=3)[C:14](=[O:16])[CH3:15])[CH2:12][CH2:11][N:10]([CH2:29][C:25]3[CH:24]=[N:23][CH:28]=[CH:27][CH:26]=3)[CH2:9][CH2:8]2)[S:5][CH:6]=1. The yield is 0.280. (2) The reactants are [Br:1][C:2]1[N:3]=[C:4]([C:9]#[C:10][C:11]2[CH:16]=[CH:15][C:14]([O:17][CH3:18])=[CH:13][CH:12]=2)[C:5]([NH2:8])=[N:6][CH:7]=1.C(C1C=CC(OC)=CC=1)#C.BrC1C(N)=NC=C(Br)N=1.[H-].[Na+].[CH3:40][Si:41]([CH3:48])([CH3:47])[CH2:42][CH2:43][O:44][CH2:45]Cl. The catalyst is CN(C=O)C. The product is [Br:1][C:2]1[N:3]=[C:4]2[CH:9]=[C:10]([C:11]3[CH:16]=[CH:15][C:14]([O:17][CH3:18])=[CH:13][CH:12]=3)[N:8]([CH2:45][O:44][CH2:43][CH2:42][Si:41]([CH3:48])([CH3:47])[CH3:40])[C:5]2=[N:6][CH:7]=1. The yield is 0.840.